This data is from Reaction yield outcomes from USPTO patents with 853,638 reactions. The task is: Predict the reaction yield, written as a fraction of the theoretical maximum amount of product (1.0 means a 100% yield; for example, 0.34 means a 34% yield). (1) The reactants are [OH:1][C:2]1[CH:7]=[CH:6][C:5]([C:8]2[CH:13]=[CH:12][C:11]([N+:14]([O-:16])=[O:15])=[CH:10][CH:9]=2)=[CH:4][CH:3]=1.C(=O)([O-])[O-].[K+].[K+].I[CH2:24][CH2:25][CH3:26]. The catalyst is CC(C)=O.C(OCC)(=O)C. The product is [N+:14]([C:11]1[CH:12]=[CH:13][C:8]([C:5]2[CH:4]=[CH:3][C:2]([O:1][CH2:24][CH2:25][CH3:26])=[CH:7][CH:6]=2)=[CH:9][CH:10]=1)([O-:16])=[O:15]. The yield is 0.890. (2) The reactants are [F:1][C:2]1[C:7]([F:8])=[CH:6][C:5]([CH:9]=[CH:10]N(C)C)=[C:4]([N+:14]([O-])=O)[CH:3]=1. The catalyst is [Pd].CO. The product is [F:8][C:7]1[CH:6]=[C:5]2[C:4](=[CH:3][C:2]=1[F:1])[NH:14][CH:10]=[CH:9]2. The yield is 0.280. (3) The reactants are [Cl:1][C:2]1[CH:10]=[CH:9][C:5]([C:6](Cl)=[O:7])=[CH:4][C:3]=1[C:11]1[O:15][N:14]=[C:13]([CH2:16][N:17]2[C:25]3[C:20](=[C:21]([C:28]([F:31])([F:30])[F:29])[C:22]([C:26]#[N:27])=[CH:23][CH:24]=3)[CH:19]=[C:18]2[CH2:32][CH2:33][CH3:34])[N:12]=1.[NH:35]([CH3:37])[CH3:36]. The catalyst is C1COCC1. The product is [Cl:1][C:2]1[CH:10]=[CH:9][C:5]([C:6]([N:35]([CH3:37])[CH3:36])=[O:7])=[CH:4][C:3]=1[C:11]1[O:15][N:14]=[C:13]([CH2:16][N:17]2[C:25]3[C:20](=[C:21]([C:28]([F:29])([F:30])[F:31])[C:22]([C:26]#[N:27])=[CH:23][CH:24]=3)[CH:19]=[C:18]2[CH2:32][CH2:33][CH3:34])[N:12]=1. The yield is 0.660. (4) The reactants are [C:1]([NH:8][NH2:9])([O:3][C:4](C)(C)[CH3:5])=[O:2].CCN(C(C)C)C(C)C.C(Cl)(OCC1[C:35]2[C:30](=[CH:31][CH:32]=[CH:33][CH:34]=2)[C:29]2[C:24]1=[CH:25][CH:26]=[CH:27][CH:28]=2)=O. The catalyst is C(Cl)Cl. The product is [CH:34]1[C:35]2[CH:5]([CH2:4][O:3][C:1]([NH:8][NH2:9])=[O:2])[C:24]3[C:29](=[CH:28][CH:27]=[CH:26][CH:25]=3)[C:30]=2[CH:31]=[CH:32][CH:33]=1. The yield is 0.940. (5) The reactants are C(N(C(C)C)C(C)C)C.[O:10]1[CH:14]=[C:13]([CH2:15][C:16]([OH:18])=O)[C:12]2[CH:19]=[CH:20][CH:21]=[CH:22][C:11]1=2.[F:23][C:24]1[CH:29]=[CH:28][CH:27]=[CH:26][C:25]=1[N:30]1[C:38]2[C:33](=[C:34]([N:39]3[CH2:46][C@@H:45]4[C@@H:41]([CH2:42][NH:43][CH2:44]4)[C:40]3=[O:47])[CH:35]=[CH:36][CH:37]=2)[CH:32]=[N:31]1.F[P-](F)(F)(F)(F)F.CN(C(N1C2C(=NC=CC=2)[N+]([O-])=N1)=[N+](C)C)C. The catalyst is O1CCCC1. The product is [O:10]1[C:11]2[CH:22]=[CH:21][CH:20]=[CH:19][C:12]=2[C:13]([CH2:15][C:16]([N:43]2[CH2:44][C@@H:45]3[CH2:46][N:39]([C:34]4[CH:35]=[CH:36][CH:37]=[C:38]5[C:33]=4[CH:32]=[N:31][N:30]5[C:25]4[CH:26]=[CH:27][CH:28]=[CH:29][C:24]=4[F:23])[C:40](=[O:47])[C@@H:41]3[CH2:42]2)=[O:18])=[CH:14]1. The yield is 0.710. (6) The reactants are CO[C:3](=[O:15])[C:4]1[CH:9]=[C:8]([O:10][CH2:11][C:12]#[CH:13])[CH:7]=[CH:6][C:5]=1[OH:14].[CH2:16]([NH2:21])[CH2:17][CH:18]([CH3:20])[CH3:19]. The catalyst is C1(C)C=CC=CC=1.CCOC(C)=O. The product is [OH:14][C:5]1[CH:6]=[CH:7][C:8]([O:10][CH2:11][C:12]#[CH:13])=[CH:9][C:4]=1[C:3]([NH:21][CH2:16][CH2:17][CH:18]([CH3:20])[CH3:19])=[O:15]. The yield is 0.750.